Predict the product of the given reaction. From a dataset of Forward reaction prediction with 1.9M reactions from USPTO patents (1976-2016). (1) Given the reactants C(N(CC)CC)C.[CH2:8]([O:15][CH2:16][CH:17]([OH:27])[CH2:18][O:19][CH2:20][C:21]1[CH:26]=[CH:25][CH:24]=[CH:23][CH:22]=1)[C:9]1[CH:14]=[CH:13][CH:12]=[CH:11][CH:10]=1, predict the reaction product. The product is: [CH2:8]([O:15][CH2:16][C:17](=[O:27])[CH2:18][O:19][CH2:20][C:21]1[CH:26]=[CH:25][CH:24]=[CH:23][CH:22]=1)[C:9]1[CH:10]=[CH:11][CH:12]=[CH:13][CH:14]=1. (2) Given the reactants [C:1]([C:5]1[N:10]=[CH:9][C:8]([C:11]2[N:12]([C:32]([N:34]3[CH2:39][CH2:38][CH:37]([CH2:40][C:41](O)=[O:42])[CH2:36][CH2:35]3)=[O:33])[C@@:13]([C:25]3[CH:30]=[CH:29][C:28]([Cl:31])=[CH:27][CH:26]=3)([CH3:24])[C@@:14]([C:17]3[CH:22]=[CH:21][C:20]([Cl:23])=[CH:19][CH:18]=3)([CH3:16])[N:15]=2)=[C:7]([O:44][CH2:45][CH3:46])[CH:6]=1)([CH3:4])([CH3:3])[CH3:2].[CH:47]1([NH2:54])[CH2:53][CH2:52][CH2:51][CH2:50][CH2:49][CH2:48]1, predict the reaction product. The product is: [C:1]([C:5]1[N:10]=[CH:9][C:8]([C:11]2[N:12]([C:32]([N:34]3[CH2:39][CH2:38][CH:37]([CH2:40][C:41]([NH:54][CH:47]4[CH2:53][CH2:52][CH2:51][CH2:50][CH2:49][CH2:48]4)=[O:42])[CH2:36][CH2:35]3)=[O:33])[C@@:13]([C:25]3[CH:30]=[CH:29][C:28]([Cl:31])=[CH:27][CH:26]=3)([CH3:24])[C@@:14]([C:17]3[CH:18]=[CH:19][C:20]([Cl:23])=[CH:21][CH:22]=3)([CH3:16])[N:15]=2)=[C:7]([O:44][CH2:45][CH3:46])[CH:6]=1)([CH3:2])([CH3:3])[CH3:4].